Dataset: Catalyst prediction with 721,799 reactions and 888 catalyst types from USPTO. Task: Predict which catalyst facilitates the given reaction. (1) Reactant: [CH:1]([N:4]1[CH2:9][CH2:8][N:7]([CH2:10][CH2:11][O:12][C:13]2[CH:18]=[CH:17][N:16]3[C:19]([C:22]([O-])=[O:23])=[CH:20][N:21]=[C:15]3[CH:14]=2)[CH2:6][CH2:5]1)([CH3:3])[CH3:2].[Li+].ClC1C=C(Cl)C=C(Cl)C=1C(Cl)=O.[CH:38]1([C:41]2[C:49]3[C:48]([NH2:50])=[CH:47][CH:46]=[CH:45][C:44]=3[N:43]([CH2:51][C:52]3[CH:56]=[CH:55][N:54]([CH:57]([CH3:59])[CH3:58])[N:53]=3)[N:42]=2)[CH2:40][CH2:39]1.[OH-].[Na+]. Product: [CH:38]1([C:41]2[C:49]3[C:44](=[CH:45][CH:46]=[CH:47][C:48]=3[NH:50][C:22]([C:19]3[N:16]4[CH:17]=[CH:18][C:13]([O:12][CH2:11][CH2:10][N:7]5[CH2:8][CH2:9][N:4]([CH:1]([CH3:3])[CH3:2])[CH2:5][CH2:6]5)=[CH:14][C:15]4=[N:21][CH:20]=3)=[O:23])[N:43]([CH2:51][C:52]3[CH:56]=[CH:55][N:54]([CH:57]([CH3:59])[CH3:58])[N:53]=3)[N:42]=2)[CH2:39][CH2:40]1. The catalyst class is: 37. (2) Reactant: [CH3:1][C:2]([C:4]1[CH:9]=[CH:8][C:7]([Br:10])=[CH:6][CH:5]=1)=[O:3].O[C:12]1[CH:19]=[CH:18][C:15](C=O)=[CH:14][C:13]=1[O:20][CH3:21].O[C:23]1C=CC(C2SC(NC(=O)CCCCCCC)=NN=2)=CC=1OC. Product: [Br:10][C:7]1[CH:8]=[CH:9][C:4]([C:2](=[O:3])/[CH:1]=[CH:23]/[C:18]2[CH:19]=[CH:12][C:13]([O:20][CH3:21])=[CH:14][CH:15]=2)=[CH:5][CH:6]=1. The catalyst class is: 8. (3) Reactant: [CH3:1][C:2]1[C:7]([CH2:8][OH:9])=[CH:6][CH:5]=[CH:4][C:3]=1[C:10]1[C:15]([CH3:16])=[CH:14][C:13]([O:17][CH:18]2[CH2:23][CH2:22][CH2:21][CH2:20][O:19]2)=[CH:12][C:11]=1[CH3:24]. Product: [CH3:1][C:2]1[C:7]([CH:8]=[O:9])=[CH:6][CH:5]=[CH:4][C:3]=1[C:10]1[C:15]([CH3:16])=[CH:14][C:13]([O:17][CH:18]2[CH2:23][CH2:22][CH2:21][CH2:20][O:19]2)=[CH:12][C:11]=1[CH3:24]. The catalyst class is: 428. (4) Reactant: N12CCN(CC1)CC2.[OH:9][C:10]1[CH:11]=[N:12][C:13]2[C:18]([C:19]=1[CH:20]=O)=[N:17][C:16]([O:22][CH3:23])=[CH:15][CH:14]=2.C(N(CC)CC)C.CS(Cl)(=O)=O.[CH3:36][O:37][C:38](=[O:41])[CH:39]=[CH2:40]. Product: [CH3:36][O:37][C:38]([C:39]1[CH2:40][O:9][C:10]2[CH:11]=[N:12][C:13]3[C:18]([C:19]=2[CH:20]=1)=[N:17][C:16]([O:22][CH3:23])=[CH:15][CH:14]=3)=[O:41]. The catalyst class is: 13. (5) Product: [CH3:1][N:2]1[CH:7]=[CH:6][C:5]([C:8]#[N:10])=[CH:4][C:3]1=[O:11]. The catalyst class is: 2. Reactant: [CH3:1][N:2]1[CH:7]=[CH:6][C:5]([C:8]([NH2:10])=O)=[CH:4][C:3]1=[O:11].C(OC(C(F)(F)F)=O)(C(F)(F)F)=O. (6) Reactant: S(=O)(=O)(O)O.[Br:6][C:7]1[C:11]([C:12]([O:14][CH2:15][CH3:16])=[O:13])=[CH:10][NH:9][N:8]=1.[C:17](O)([CH2:20][CH3:21])([CH3:19])[CH3:18]. Product: [Br:6][C:7]1[C:11]([C:12]([O:14][CH2:15][CH3:16])=[O:13])=[CH:10][N:9]([C:17]([CH2:20][CH3:21])([CH3:19])[CH3:18])[N:8]=1. The catalyst class is: 13. (7) Reactant: [CH3:1][C:2]1[N:6]=[C:5]([CH3:7])[N:4]([C:8]2[CH:13]=[C:12]([CH:14]=[CH2:15])[N:11]=[C:10]([CH3:16])[N:9]=2)[N:3]=1.[N+](=[CH:19][C:20]([O:22][CH2:23][CH3:24])=[O:21])=[N-]. Product: [CH3:1][C:2]1[N:6]=[C:5]([CH3:7])[N:4]([C:8]2[N:9]=[C:10]([CH3:16])[N:11]=[C:12]([CH:14]3[CH2:15][CH:19]3[C:20]([O:22][CH2:23][CH3:24])=[O:21])[CH:13]=2)[N:3]=1. The catalyst class is: 11. (8) Reactant: [NH2:1][C:2]1[C:10]([Cl:11])=[CH:9][CH:8]=[CH:7][C:3]=1[C:4](O)=[O:5].[NH2:12][C:13](N)=[O:14]. Product: [Cl:11][C:10]1[CH:9]=[CH:8][CH:7]=[C:3]2[C:2]=1[N:1]=[C:13]([OH:14])[N:12]=[C:4]2[OH:5]. The catalyst class is: 6. (9) Reactant: [CH3:1][C:2]1[N:3](COCC[Si](C)(C)C)[C:4]2[CH:9]=[C:8]([C:10]([O:12][CH2:13][CH3:14])=[O:11])[S:7][C:5]=2[N:6]=1.Cl.C(=O)([O-])O.[Na+]. Product: [CH3:1][C:2]1[NH:3][C:4]2[CH:9]=[C:8]([C:10]([O:12][CH2:13][CH3:14])=[O:11])[S:7][C:5]=2[N:6]=1. The catalyst class is: 8.